This data is from Catalyst prediction with 721,799 reactions and 888 catalyst types from USPTO. The task is: Predict which catalyst facilitates the given reaction. (1) Reactant: [C:1]([O:5][C:6](=[O:21])[NH:7][C@@H:8]([C:10]1[CH:19]=[CH:18][C:17]2[C:12](=[CH:13][C:14](Br)=[CH:15][CH:16]=2)[N:11]=1)[CH3:9])([CH3:4])([CH3:3])[CH3:2].[F:22][CH2:23][C:24]([CH2:30][F:31])([CH:28]=[CH2:29])[C:25]([OH:27])=[O:26].C1(C)C=CC=CC=1P(C1C=CC=CC=1C)C1C=CC=CC=1C.C(N(CC)CC)C. Product: [C:1]([O:5][C:6]([NH:7][C@@H:8]([C:10]1[CH:19]=[CH:18][C:17]2[C:12](=[CH:13][C:14](/[CH:29]=[CH:28]/[C:24]([CH2:30][F:31])([CH2:23][F:22])[C:25]([OH:27])=[O:26])=[CH:15][CH:16]=2)[N:11]=1)[CH3:9])=[O:21])([CH3:4])([CH3:3])[CH3:2]. The catalyst class is: 62. (2) Reactant: [Br:1][C:2]1[N:7]=[C:6]([NH2:8])[CH:5]=[CH:4][CH:3]=1.[F:9][C:10]1([CH:16]=O)[CH2:15][CH2:14][O:13][CH2:12][CH2:11]1.C(O)(=O)C.C(O[BH-](OC(=O)C)OC(=O)C)(=O)C.[Na+]. Product: [Br:1][C:2]1[N:7]=[C:6]([NH:8][CH2:16][C:10]2([F:9])[CH2:15][CH2:14][O:13][CH2:12][CH2:11]2)[CH:5]=[CH:4][CH:3]=1. The catalyst class is: 503.